Dataset: Forward reaction prediction with 1.9M reactions from USPTO patents (1976-2016). Task: Predict the product of the given reaction. (1) Given the reactants [NH2:1][C:2]1[CH:7]=[CH:6][C:5]([C:8]2[CH:13]=[CH:12][C:11]([C:14](=[O:26])[CH2:15][CH:16]([CH2:22][CH2:23][O:24][CH3:25])[C:17]([O:19]CC)=[O:18])=[CH:10][CH:9]=2)=[CH:4][CH:3]=1.Cl[C:28]1[S:29][C:30]2[CH:36]=[CH:35][CH:34]=[CH:33][C:31]=2[N:32]=1.[OH-].[Na+].Cl, predict the reaction product. The product is: [S:29]1[C:30]2[CH:36]=[CH:35][CH:34]=[CH:33][C:31]=2[N:32]=[C:28]1[NH:1][C:2]1[CH:3]=[CH:4][C:5]([C:8]2[CH:9]=[CH:10][C:11]([C:14](=[O:26])[CH2:15][CH:16]([CH2:22][CH2:23][O:24][CH3:25])[C:17]([OH:19])=[O:18])=[CH:12][CH:13]=2)=[CH:6][CH:7]=1. (2) Given the reactants O=[C:2]([C:6]1[CH:11]=[CH:10][C:9]([CH3:12])=[CH:8][CH:7]=1)[CH2:3][C:4]#[N:5].C(N(CC)CC)C.Cl.[C:21]([NH:25][NH2:26])([CH3:24])([CH3:23])[CH3:22], predict the reaction product. The product is: [C:21]([N:25]1[C:4]([NH2:5])=[CH:3][C:2]([C:6]2[CH:7]=[CH:8][C:9]([CH3:12])=[CH:10][CH:11]=2)=[N:26]1)([CH3:24])([CH3:23])[CH3:22]. (3) Given the reactants C([Mg]Br)C.CCOCC.[C:10]([CH:12]1[CH2:14][CH2:13]1)#[CH:11].[Si:15]([O:22][CH2:23]/[CH:24]=[N:25]/[S@:26]([C:28]([CH3:31])([CH3:30])[CH3:29])=[O:27])([C:18]([CH3:21])([CH3:20])[CH3:19])([CH3:17])[CH3:16], predict the reaction product. The product is: [Si:15]([O:22][CH2:23][C@@H:24]([NH:25][S@:26]([C:28]([CH3:31])([CH3:30])[CH3:29])=[O:27])[C:11]#[C:10][CH:12]1[CH2:14][CH2:13]1)([C:18]([CH3:21])([CH3:20])[CH3:19])([CH3:17])[CH3:16]. (4) Given the reactants [NH:1]1[CH2:5][CH2:4][CH:3]([CH2:6][NH:7][C:8]([CH:10]2[CH2:15][CH2:14][NH:13][CH2:12][CH2:11]2)=[O:9])[CH2:2]1.[CH2:16]([O:18][C:19]([C:21]1[C:30](=[O:31])[N:29]2[C:24]([C:25]([CH3:34])=[C:26](Cl)[C:27]([F:32])=[CH:28]2)=[C:23]([CH:35]2[CH2:37][CH2:36]2)[CH:22]=1)=[O:20])[CH3:17].C([O-])(O)=O.[Na+], predict the reaction product. The product is: [CH2:16]([O:18][C:19]([C:21]1[C:30](=[O:31])[N:29]2[C:24]([C:25]([CH3:34])=[C:26]([N:1]3[CH2:5][CH2:4][CH:3]([CH2:6][NH:7][C:8]([CH:10]4[CH2:15][CH2:14][NH:13][CH2:12][CH2:11]4)=[O:9])[CH2:2]3)[C:27]([F:32])=[CH:28]2)=[C:23]([CH:35]2[CH2:36][CH2:37]2)[CH:22]=1)=[O:20])[CH3:17].